Dataset: Catalyst prediction with 721,799 reactions and 888 catalyst types from USPTO. Task: Predict which catalyst facilitates the given reaction. (1) Reactant: [C:9](O[C:9]([O:11][C:12]([CH3:15])([CH3:14])[CH3:13])=[O:10])([O:11][C:12]([CH3:15])([CH3:14])[CH3:13])=[O:10].[Br:16][C:17]1[C:22]([F:23])=[CH:21][C:20]2[O:24][CH2:25][C@@H:26]3[CH2:31][S:30][C:29]([NH2:32])=[N:28][C@:27]3([CH3:33])[C:19]=2[CH:18]=1. Product: [Br:16][C:17]1[C:22]([F:23])=[CH:21][C:20]2[O:24][CH2:25][C@@H:26]3[CH2:31][S:30][C:29]([NH:32][C:9](=[O:10])[O:11][C:12]([CH3:13])([CH3:14])[CH3:15])=[N:28][C@:27]3([CH3:33])[C:19]=2[CH:18]=1. The catalyst class is: 1. (2) Reactant: C(NC(C)C)(C)C.[Li].[C:9](OC(C)(C)C)(=[O:11])[CH3:10].[F:17][C:18]([F:24])([F:23])[CH2:19][CH2:20][CH:21]=[O:22].CC(C[AlH]CC(C)C)C.C(C(C(C([O-])=O)O)O)([O-])=O.[K+].[Na+]. Product: [F:17][C:18]([F:24])([F:23])[CH2:19][CH2:20][CH:21]([OH:22])[CH2:10][CH2:9][OH:11]. The catalyst class is: 249. (3) Product: [C:58]([O:57][C:55]([N:54]([CH2:62][C:63]1[CH:64]=[C:65]([CH:69]2[CH2:70][CH2:71][N:72]([C:30]([C:28]3[S:29][C:25]([S:24][CH3:23])=[C:26]4[C:36](=[O:37])[CH2:35][CH2:34][CH2:33][C:27]=34)=[O:32])[CH2:73][CH2:74]2)[CH:66]=[CH:67][CH:68]=1)[C:52]([O:51][C:47]([CH3:50])([CH3:49])[CH3:48])=[O:53])=[O:56])([CH3:59])([CH3:60])[CH3:61]. The catalyst class is: 9. Reactant: F[B-](F)(F)F.N1(OC(N(C)C)=[N+](C)C)C2C=CC=CC=2N=N1.[CH3:23][S:24][C:25]1[S:29][C:28]([C:30]([OH:32])=O)=[C:27]2[CH2:33][CH2:34][CH2:35][C:36](=[O:37])[C:26]=12.C(N(C(C)C)CC)(C)C.[C:47]([O:51][C:52]([N:54]([CH2:62][C:63]1[CH:64]=[C:65]([CH:69]2[CH2:74][CH2:73][NH:72][CH2:71][CH2:70]2)[CH:66]=[CH:67][CH:68]=1)[C:55]([O:57][C:58]([CH3:61])([CH3:60])[CH3:59])=[O:56])=[O:53])([CH3:50])([CH3:49])[CH3:48]. (4) Reactant: [CH3:1][N:2]1[CH:6]=[C:5]([C:7]2[N:16]=[C:15]([NH:17][CH2:18][C@H:19]3[O:24][CH2:23][CH2:22][N:21](C(OC(C)(C)C)=O)[CH2:20]3)[C:10]3=[N:11][CH:12]=[CH:13][N:14]=[C:9]3[CH:8]=2)[CH:4]=[N:3]1.FC(F)(F)C(O)=O.[ClH:39]. Product: [ClH:39].[CH3:1][N:2]1[CH:6]=[C:5]([C:7]2[N:16]=[C:15]([NH:17][CH2:18][C@H:19]3[O:24][CH2:23][CH2:22][NH:21][CH2:20]3)[C:10]3=[N:11][CH:12]=[CH:13][N:14]=[C:9]3[CH:8]=2)[CH:4]=[N:3]1. The catalyst class is: 4. (5) Reactant: [Cl:1][C:2]1[C:3]2[CH:13]=[CH:12][CH:11]=[CH:10][C:4]=2[S:5][C:6]=1[C:7]([OH:9])=O.CN(C=O)C.C(Cl)(=O)C(Cl)=O.[NH2:25][C:26]1[CH:31]=[CH:30][C:29]([C:32]([C:34]2[CH:39]=[CH:38][C:37]([O:40][CH3:41])=[CH:36][CH:35]=2)=[O:33])=[CH:28][CH:27]=1. Product: [Cl:1][C:2]1[C:3]2[CH:13]=[CH:12][CH:11]=[CH:10][C:4]=2[S:5][C:6]=1[C:7]([NH:25][C:26]1[CH:27]=[CH:28][C:29]([C:32](=[O:33])[C:34]2[CH:39]=[CH:38][C:37]([O:40][CH3:41])=[CH:36][CH:35]=2)=[CH:30][CH:31]=1)=[O:9]. The catalyst class is: 202. (6) Reactant: [CH2:1]([CH2:8][NH:9][CH2:10][CH2:11][C:12]([OH:14])=O)[C:2]1[CH:7]=[CH:6][CH:5]=[CH:4][CH:3]=1.[CH3:15][NH:16][CH2:17][CH2:18][C:19]1[CH:24]=[CH:23][C:22]([C:25]2[N:26]([C:30]([O:32][C:33]([CH3:36])([CH3:35])[CH3:34])=[O:31])[CH2:27][CH2:28][N:29]=2)=[CH:21][CH:20]=1.C(N(CC)CC)C.CN(C(ON1N=NC2C=CC=CC1=2)=[N+](C)C)C.[B-](F)(F)(F)F. Product: [CH2:1]([CH2:8][NH:9][CH2:10][CH2:11][C:12]([CH2:15][NH:16][CH2:17][CH2:18][C:19]1[CH:20]=[CH:21][C:22]([C:25]2[N:26]([C:30]([O:32][C:33]([CH3:36])([CH3:35])[CH3:34])=[O:31])[CH2:27][CH2:28][N:29]=2)=[CH:23][CH:24]=1)=[O:14])[C:2]1[CH:3]=[CH:4][CH:5]=[CH:6][CH:7]=1. The catalyst class is: 7. (7) Reactant: [OH:1][C@H:2]1[CH2:7][C@@H:6]([CH2:8][CH2:9][CH2:10][CH:11]=[CH2:12])[O:5][C@:4]([C@@H:15]2[CH2:19][S:18][C:17](=[O:20])[N:16]2[CH2:21][C:22]2[CH:27]=[CH:26][C:25]([O:28][CH3:29])=[CH:24][CH:23]=2)([O:13][CH3:14])[CH2:3]1.N1C(C)=CC=CC=1C.[F:38][C:39]([F:52])([F:51])[S:40](O[S:40]([C:39]([F:52])([F:51])[F:38])(=[O:42])=[O:41])(=[O:42])=[O:41]. Product: [F:38][C:39]([F:52])([F:51])[S:40]([O:1][C@H:2]1[CH2:7][C@@H:6]([CH2:8][CH2:9][CH2:10][CH:11]=[CH2:12])[O:5][C@@:4]([O:13][CH3:14])([C@@H:15]2[CH2:19][S:18][C:17](=[O:20])[N:16]2[CH2:21][C:22]2[CH:27]=[CH:26][C:25]([O:28][CH3:29])=[CH:24][CH:23]=2)[CH2:3]1)(=[O:42])=[O:41]. The catalyst class is: 4. (8) Reactant: [NH2:1][C:2]1[CH:7]=[CH:6][C:5]([S:8][C:9]2[C:18]3[C:13](=[CH:14][CH:15]=[CH:16][CH:17]=3)[NH:12]/[C:11](=[C:19]3/[C:20]([CH2:25][CH2:26][CH3:27])=[N:21][NH:22][C:23]/3=[O:24])/[CH:10]=2)=[CH:4][CH:3]=1.[CH:28]1([C:31](Cl)=[O:32])[CH2:30][CH2:29]1. Product: [O:24]=[C:23]1[NH:22][N:21]=[C:20]([CH2:25][CH2:26][CH3:27])/[C:19]/1=[C:11]1/[NH:12][C:13]2[C:18]([C:9]([S:8][C:5]3[CH:4]=[CH:3][C:2]([NH:1][C:31]([CH:28]4[CH2:30][CH2:29]4)=[O:32])=[CH:7][CH:6]=3)=[CH:10]/1)=[CH:17][CH:16]=[CH:15][CH:14]=2. The catalyst class is: 1.